From a dataset of Forward reaction prediction with 1.9M reactions from USPTO patents (1976-2016). Predict the product of the given reaction. (1) Given the reactants [Br:1][C:2]1[N:7]2[CH:8]=[C:9]([CH2:11][OH:12])[N:10]=[C:6]2[C:5]([N:13]2[CH2:18][CH2:17][O:16][CH2:15][CH2:14]2)=[N:4][CH:3]=1.Cl[C:20]1[CH:29]=[CH:28][C:27]2[C:22](=[CH:23][CH:24]=[CH:25][CH:26]=2)[N:21]=1, predict the reaction product. The product is: [Br:1][C:2]1[N:7]2[CH:8]=[C:9]([CH2:11][O:12][C:20]3[CH:29]=[CH:28][C:27]4[C:22](=[CH:23][CH:24]=[CH:25][CH:26]=4)[N:21]=3)[N:10]=[C:6]2[C:5]([N:13]2[CH2:18][CH2:17][O:16][CH2:15][CH2:14]2)=[N:4][CH:3]=1. (2) Given the reactants [ClH:1].C(OC(=O)[NH:8][C@H:9]1[CH2:14][CH2:13][CH2:12][CH2:11][C@@H:10]1[CH2:15][N:16]1[CH2:21][CH2:20][CH2:19][C@@H:18](COCC)[CH2:17]1)(C)(C)C.[O:27]1CCO[CH2:29][CH2:28]1, predict the reaction product. The product is: [ClH:1].[CH2:28]([O:27][C@@H:18]1[CH2:19][CH2:20][CH2:21][N:16]([CH2:15][C@H:10]2[CH2:11][CH2:12][CH2:13][CH2:14][C@@H:9]2[NH2:8])[CH2:17]1)[CH3:29].